Dataset: Full USPTO retrosynthesis dataset with 1.9M reactions from patents (1976-2016). Task: Predict the reactants needed to synthesize the given product. Given the product [Cl:1][C:2]1[CH:3]=[CH:4][C:5]([CH2:6][NH:7][C:8]([C:10]2[CH:11]=[C:12]3[C:13]([C:14](=[O:16])[N:31]([C:28]4[CH:29]=[CH:30][N:25]=[CH:26][CH:27]=4)[C:21](=[S:22])[NH:20]3)=[CH:18][CH:19]=2)=[O:9])=[CH:23][CH:24]=1, predict the reactants needed to synthesize it. The reactants are: [Cl:1][C:2]1[CH:24]=[CH:23][C:5]([CH2:6][NH:7][C:8]([C:10]2[CH:19]=[CH:18][C:13]([C:14]([O:16]C)=O)=[C:12]([N:20]=[C:21]=[S:22])[CH:11]=2)=[O:9])=[CH:4][CH:3]=1.[N:25]1[CH:30]=[CH:29][C:28]([NH2:31])=[CH:27][CH:26]=1.